This data is from Reaction yield outcomes from USPTO patents with 853,638 reactions. The task is: Predict the reaction yield, written as a fraction of the theoretical maximum amount of product (1.0 means a 100% yield; for example, 0.34 means a 34% yield). (1) The reactants are Br[C:2]1[C:10]2[C:9]([NH:11][C@H:12]([C:14]3[N:19]([C:20]4[CH:25]=[CH:24][CH:23]=[CH:22][CH:21]=4)[C:18](=[O:26])[C:17]4=[C:27]([CH3:30])[CH:28]=[CH:29][N:16]4[N:15]=3)[CH3:13])=[N:8][CH:7]=[N:6][C:5]=2[N:4]([CH2:31][O:32][CH2:33][CH2:34][Si:35]([CH3:38])([CH3:37])[CH3:36])[CH:3]=1.[CH3:39][O:40][C:41]1[CH:42]=[C:43]([S:56]([NH:59][CH3:60])(=[O:58])=[O:57])[CH:44]=[CH:45][C:46]=1B1OC(C)(C)C(C)(C)O1.C(=O)([O-])[O-].[Na+].[Na+]. The catalyst is COCCOC.O. The product is [CH3:39][O:40][C:41]1[CH:42]=[C:43]([S:56]([NH:59][CH3:60])(=[O:58])=[O:57])[CH:44]=[CH:45][C:46]=1[C:2]1[C:10]2[C:9]([NH:11][C@H:12]([C:14]3[N:19]([C:20]4[CH:25]=[CH:24][CH:23]=[CH:22][CH:21]=4)[C:18](=[O:26])[C:17]4=[C:27]([CH3:30])[CH:28]=[CH:29][N:16]4[N:15]=3)[CH3:13])=[N:8][CH:7]=[N:6][C:5]=2[N:4]([CH2:31][O:32][CH2:33][CH2:34][Si:35]([CH3:38])([CH3:37])[CH3:36])[CH:3]=1. The yield is 0.730. (2) The yield is 0.870. The product is [C:18]([S:3][CH2:4][CH2:5][CH2:6][Si:7]([O:14][CH2:15][CH3:16])([O:8][CH2:9][CH3:10])[O:11][CH2:12][CH3:13])(=[O:26])[CH2:19][CH2:20][CH2:21][CH2:22][CH2:23][CH2:24][CH3:25]. The reactants are N#N.[SH:3][CH2:4][CH2:5][CH2:6][Si:7]([O:14][CH2:15][CH3:16])([O:11][CH2:12][CH3:13])[O:8][CH2:9][CH3:10].[SiH4].[C:18](Cl)(=[O:26])[CH2:19][CH2:20][CH2:21][CH2:22][CH2:23][CH2:24][CH3:25]. The catalyst is CCCCCC.C(N(CC)CC)C. (3) The reactants are Br[C:2]1[CH:3]=[C:4]([NH:10][C:11]2[CH:16]=[CH:15][C:14]([CH:17]3[CH2:20][N:19]([CH3:21])[CH2:18]3)=[CH:13]N=2)[C:5](=[O:9])[N:6]([CH3:8])[CH:7]=1.[C:22]([O:25][CH2:26][C:27]1[C:28]([N:42]2[CH2:54][CH2:53][N:45]3[C:46]4[CH2:47][CH2:48][CH2:49][CH2:50][C:51]=4[CH:52]=[C:44]3[C:43]2=[O:55])=[N:29][CH:30]=[CH:31][C:32]=1B1OC(C)(C)C(C)(C)O1)(=[O:24])[CH3:23].[O-]P([O-])([O-])=O.[K+].[K+].[K+].[C:64]([O-])(=O)C.[Na+]. The catalyst is C1C=CC(P(C2C=CC=CC=2)[C-]2C=CC=C2)=CC=1.C1C=CC(P(C2C=CC=CC=2)[C-]2C=CC=C2)=CC=1.Cl[Pd]Cl.[Fe+2].C(#N)C.O. The product is [C:22]([O:25][CH2:26][C:27]1[C:28]([N:42]2[CH2:54][CH2:53][N:45]3[C:46]4[CH2:47][CH2:48][CH2:49][CH2:50][C:51]=4[CH:52]=[C:44]3[C:43]2=[O:55])=[N:29][CH:30]=[CH:31][C:32]=1[C:2]1[CH:3]=[C:4]([NH:10][C:11]2[CH:64]=[CH:13][C:14]([CH:17]3[CH2:20][N:19]([CH3:21])[CH2:18]3)=[CH:15][CH:16]=2)[C:5](=[O:9])[N:6]([CH3:8])[CH:7]=1)(=[O:24])[CH3:23]. The yield is 0.490. (4) The yield is 0.620. The reactants are [OH:1][CH:2]1[CH2:7][CH2:6][CH:5]([C:8](=[O:10])[CH3:9])[CH2:4][CH2:3]1.[CH3:11][C:12]([CH2:16]O)([CH2:14][OH:15])[CH3:13]. The catalyst is CC1C=CC(S(O)(=O)=O)=CC=1.C1(C)C=CC=CC=1. The product is [CH3:9][C:8]1([CH:5]2[CH2:6][CH2:7][CH:2]([OH:1])[CH2:3][CH2:4]2)[O:15][CH2:14][C:12]([CH3:16])([CH3:13])[CH2:11][O:10]1. (5) The reactants are O[Li].O.[CH3:4][C:5]1[CH:10]=[CH:9][N:8]=[C:7]([NH:11][CH2:12][CH2:13][CH2:14][O:15][C:16]2[CH:37]=[CH:36][C:19]3[CH2:20][C@@H:21]([CH2:31][C:32]([O:34]C)=[O:33])[C:22](=[O:30])[N:23]([CH2:25][C:26]([F:29])([F:28])[F:27])[CH2:24][C:18]=3[CH:17]=2)[CH:6]=1. The catalyst is C1COCC1.O. The product is [CH3:4][C:5]1[CH:10]=[CH:9][N:8]=[C:7]([NH:11][CH2:12][CH2:13][CH2:14][O:15][C:16]2[CH:37]=[CH:36][C:19]3[CH2:20][C@@H:21]([CH2:31][C:32]([OH:34])=[O:33])[C:22](=[O:30])[N:23]([CH2:25][C:26]([F:27])([F:28])[F:29])[CH2:24][C:18]=3[CH:17]=2)[CH:6]=1. The yield is 0.710. (6) The reactants are [Br:1][C:2]1[N:3]([C@H:19]2[C@H:26]3[C@H:22]([O:23]C(C)(C)[O:25]3)[C@@H:21]([CH2:29][O:30][Si](C(C)(C)C)(C)C)[O:20]2)[C:4]2[C:9]([N:10]=1)=[C:8](/[CH:11]=[CH:12]/[C:13]1[CH:18]=[CH:17][CH:16]=[CH:15][CH:14]=1)[N:7]=[CH:6][N:5]=2. The catalyst is FC(F)(F)C(O)=O.O. The product is [Br:1][C:2]1[N:3]([C@H:19]2[C@H:26]([OH:25])[C@H:22]([OH:23])[C@@H:21]([CH2:29][OH:30])[O:20]2)[C:4]2[C:9]([N:10]=1)=[C:8](/[CH:11]=[CH:12]/[C:13]1[CH:14]=[CH:15][CH:16]=[CH:17][CH:18]=1)[N:7]=[CH:6][N:5]=2. The yield is 0.960.